Task: Predict the product of the given reaction.. Dataset: Forward reaction prediction with 1.9M reactions from USPTO patents (1976-2016) (1) Given the reactants [OH:1][P:2]([O:5][P:6]([O:9][P:10]([O:13][P:14]([OH:17])([OH:16])=[O:15])([OH:12])=[O:11])([OH:8])=[O:7])(=[O:4])[OH:3].[Si]([O:25][C@@H:26]1[C@@H:30]([CH2:31][OH:32])[O:29][C@@H:28]([N:33]2[CH:40]=[CH:39][C:37](=[O:38])[NH:36][C:34]2=[O:35])[C@@H:27]1[OH:41])(C(C)(C)C)(C)C.[F-].C([N+](CCCC)(CCCC)CCCC)CCC.C1COCC1.CC(O)=O.[SiH3]O[SiH3], predict the reaction product. The product is: [OH:17][P:14]([O:13][P:10]([O:9][P:6]([O:5][P:2]([OH:4])([OH:3])=[O:1])([OH:8])=[O:7])([OH:12])=[O:11])(=[O:15])[OH:16].[C@@H:28]1([N:33]2[CH:40]=[CH:39][C:37](=[O:38])[NH:36][C:34]2=[O:35])[O:29][C@H:30]([CH2:31][OH:32])[C@@H:26]([OH:25])[C@H:27]1[OH:41]. (2) Given the reactants [CH3:1][O:2][C:3]1[CH:4]=[C:5]2[C:10](=[CH:11][CH:12]=1)[N:9]=[CH:8][CH:7]=[CH:6]2.[OH:13]O, predict the reaction product. The product is: [CH3:1][O:2][C:3]1[CH:4]=[C:5]2[C:10](=[CH:11][CH:12]=1)[N+:9]([O-:13])=[CH:8][CH:7]=[CH:6]2.